Dataset: Skin sensitization/reaction prediction data. Task: Regression/Classification. Given a drug SMILES string, predict its toxicity properties. Task type varies by dataset: regression for continuous values (e.g., LD50, hERG inhibition percentage) or binary classification for toxic/non-toxic outcomes (e.g., AMES mutagenicity, cardiotoxicity, hepatotoxicity). Dataset: skin_reaction. (1) The drug is CN(N=O)C(N)=O. The result is 1 (causes skin reaction). (2) The drug is CCCc1ccc(OC)c(O)c1. The result is 1 (causes skin reaction). (3) The drug is Nc1ccc(N)c([N+](=O)[O-])c1. The result is 1 (causes skin reaction). (4) The drug is C=C(C)C(=O)OCC(C)O. The result is 0 (no skin reaction). (5) The drug is CC(=O)CCCN1C(=O)c2ccccc2C1=O. The result is 0 (no skin reaction). (6) The molecule is O=C1OC(=O)C2CCCCC12. The result is 1 (causes skin reaction). (7) The compound is CCN(CC)CCCCCCO. The result is 1 (causes skin reaction). (8) The compound is c1ccncc1. The result is 1 (causes skin reaction). (9) The compound is CC(C)N(C(=N)N)C(=N)Nc1ccc(Cl)c(Cl)c1. The result is 1 (causes skin reaction).